Dataset: Reaction yield outcomes from USPTO patents with 853,638 reactions. Task: Predict the reaction yield, written as a fraction of the theoretical maximum amount of product (1.0 means a 100% yield; for example, 0.34 means a 34% yield). (1) The reactants are [F:1][C:2]1[CH:7]=[CH:6][C:5]([C@@:8]([NH:30][S@:31]([C:33]([CH3:36])([CH3:35])[CH3:34])=[O:32])([C:16]2[CH:21]=[C:20]([O:22][C:23]([F:28])([F:27])[CH:24]([F:26])[F:25])[CH:19]=[C:18]([F:29])[CH:17]=2)[CH2:9][C:10]2[CH:15]=[CH:14][CH:13]=[CH:12][CH:11]=2)=[CH:4][C:3]=1[OH:37].N1C=CC=[CH:40][CH:39]=1.C(B1OB(C=C)OB(C=C)O1)=C. The catalyst is C(Cl)Cl.CC([O-])=O.CC([O-])=O.[Cu+2]. The product is [F:1][C:2]1[CH:7]=[CH:6][C:5]([C@@:8]([NH:30][S@:31]([C:33]([CH3:34])([CH3:36])[CH3:35])=[O:32])([C:16]2[CH:21]=[C:20]([O:22][C:23]([F:27])([F:28])[CH:24]([F:25])[F:26])[CH:19]=[C:18]([F:29])[CH:17]=2)[CH2:9][C:10]2[CH:11]=[CH:12][CH:13]=[CH:14][CH:15]=2)=[CH:4][C:3]=1[O:37][CH:39]=[CH2:40]. The yield is 0.870. (2) The reactants are [CH3:1][C:2]1[C:6]2[C:7](=[O:20])[N:8]([CH2:12][CH2:13][N:14]3[CH2:19][CH2:18][CH2:17][CH2:16][CH2:15]3)[CH2:9][CH2:10][CH2:11][C:5]=2[NH:4][C:3]=1[CH:21]=O.[N:23]1[CH:28]=[CH:27][C:26]([C:29]2[CH:37]=[CH:36][CH:35]=[C:34]3[C:30]=2[CH2:31][C:32](=[O:38])[NH:33]3)=[CH:25][CH:24]=1. No catalyst specified. The product is [CH3:1][C:2]1[C:6]2[C:7](=[O:20])[N:8]([CH2:12][CH2:13][N:14]3[CH2:19][CH2:18][CH2:17][CH2:16][CH2:15]3)[CH2:9][CH2:10][CH2:11][C:5]=2[NH:4][C:3]=1/[CH:21]=[C:31]1\[C:32](=[O:38])[NH:33][C:34]2[C:30]\1=[C:29]([C:26]1[CH:27]=[CH:28][N:23]=[CH:24][CH:25]=1)[CH:37]=[CH:36][CH:35]=2. The yield is 0.540.